Dataset: Full USPTO retrosynthesis dataset with 1.9M reactions from patents (1976-2016). Task: Predict the reactants needed to synthesize the given product. (1) The reactants are: B.C1COCC1.[Cl:7][C:8]1[CH:16]=[CH:15][C:11]([C:12]([NH2:14])=O)=[C:10]([S:17][CH3:18])[CH:9]=1. Given the product [Cl:7][C:8]1[CH:16]=[CH:15][C:11]([CH2:12][NH2:14])=[C:10]([S:17][CH3:18])[CH:9]=1, predict the reactants needed to synthesize it. (2) Given the product [CH3:1][O:2][CH2:3][CH2:4][CH2:5][O:6][C:7]1[CH:8]=[C:9]([CH:39]=[CH:40][C:41]=1[O:42][CH3:43])[CH2:10][C@H:11]([CH:36]([CH3:38])[CH3:37])[CH2:12][C@H:13]([NH2:28])[C@@H:14]([OH:27])[CH2:15][NH:16][C:17]([NH:19][CH2:20][C:21]1[CH:26]=[CH:25][CH:24]=[CH:23][CH:22]=1)=[O:18].[ClH:44], predict the reactants needed to synthesize it. The reactants are: [CH3:1][O:2][CH2:3][CH2:4][CH2:5][O:6][C:7]1[CH:8]=[C:9]([CH:39]=[CH:40][C:41]=1[O:42][CH3:43])[CH2:10][C@H:11]([CH:36]([CH3:38])[CH3:37])[CH2:12][C@H:13]([NH:28]C(OC(C)(C)C)=O)[C@@H:14]([OH:27])[CH2:15][NH:16][C:17]([NH:19][CH2:20][C:21]1[CH:26]=[CH:25][CH:24]=[CH:23][CH:22]=1)=[O:18].[ClH:44].O1CCOCC1.